This data is from Full USPTO retrosynthesis dataset with 1.9M reactions from patents (1976-2016). The task is: Predict the reactants needed to synthesize the given product. Given the product [CH:25]1([NH:24][C:22](=[O:23])[C:21]2[CH:28]=[C:29]([F:32])[C:30]([CH3:31])=[C:19]([C:16]3[CH:17]=[C:18]4[C:13](=[CH:14][CH:15]=3)[C:12](=[O:33])[N:11]([CH2:34][CH:35]3[CH2:36][CH2:37]3)[CH:10]=[C:9]4[CH2:8][N:5]3[CH2:6][CH2:7][CH:2]([NH:1][CH:39]([CH3:41])[CH3:38])[CH2:3][CH2:4]3)[CH:20]=2)[CH2:26][CH2:27]1, predict the reactants needed to synthesize it. The reactants are: [NH2:1][CH:2]1[CH2:7][CH2:6][N:5]([CH2:8][C:9]2[C:18]3[C:13](=[CH:14][CH:15]=[C:16]([C:19]4[CH:20]=[C:21]([CH:28]=[C:29]([F:32])[C:30]=4[CH3:31])[C:22]([NH:24][CH:25]4[CH2:27][CH2:26]4)=[O:23])[CH:17]=3)[C:12](=[O:33])[N:11]([CH2:34][CH:35]3[CH2:37][CH2:36]3)[CH:10]=2)[CH2:4][CH2:3]1.[CH3:38][C:39]([CH3:41])=O.C(O[BH-](OC(=O)C)OC(=O)C)(=O)C.[Na+].